This data is from Reaction yield outcomes from USPTO patents with 853,638 reactions. The task is: Predict the reaction yield, written as a fraction of the theoretical maximum amount of product (1.0 means a 100% yield; for example, 0.34 means a 34% yield). (1) The reactants are [C:1]([O:5][C:6]([N:8]1[CH2:13][CH2:12][CH:11]([NH:14][CH3:15])[CH2:10][CH2:9]1)=[O:7])([CH3:4])([CH3:3])[CH3:2].C(N(CC)CC)C.[CH3:23][S:24](Cl)(=[O:26])=[O:25]. The catalyst is ClCCl. The product is [C:1]([O:5][C:6]([N:8]1[CH2:9][CH2:10][CH:11]([N:14]([S:24]([CH3:23])(=[O:26])=[O:25])[CH3:15])[CH2:12][CH2:13]1)=[O:7])([CH3:4])([CH3:3])[CH3:2]. The yield is 0.750. (2) The reactants are P(Br)(Br)[Br:2].[CH3:5][O:6][C:7]1[CH:8]=[C:9]([CH:12]=[C:13]([O:15][CH3:16])[CH:14]=1)[CH2:10]O. The catalyst is C1COCC1. The product is [CH3:5][O:6][C:7]1[CH:8]=[C:9]([CH:12]=[C:13]([O:15][CH3:16])[CH:14]=1)[CH2:10][Br:2]. The yield is 0.920. (3) The reactants are [Cl:1][C:2]1[C:12]([C:13]#[N:14])=[C:6]2[CH:7]=[N:8][CH2:9][CH2:10][O:11][C:5]2=[C:4]([CH:15]([OH:17])[CH3:16])[CH:3]=1.[BH4-].[Na+].O. The catalyst is C(O)C. The product is [Cl:1][C:2]1[C:12]([C:13]#[N:14])=[C:6]2[CH2:7][NH:8][CH2:9][CH2:10][O:11][C:5]2=[C:4]([CH:15]([OH:17])[CH3:16])[CH:3]=1. The yield is 0.410. (4) The reactants are [Cl:1][C:2]1[CH:7]=[CH:6][C:5]([O:8][C:9]2[CH:14]=[CH:13][C:12]([CH2:15][CH2:16][NH2:17])=[CH:11][CH:10]=2)=[CH:4][C:3]=1[C:18]([F:21])([F:20])[F:19].[Cl:1][C:2]1[CH:7]=[CH:6][C:5]([O:8][C:9]2[CH:10]=[CH:11][C:12]([CH2:15][CH2:16][NH2:17])=[CH:13][CH:14]=2)=[CH:4][C:3]=1[C:18]([F:19])([F:20])[F:21].[N+](N[C:47]1[NH:48][CH:49]=[C:50]([CH2:54][C:55]2[CH:56]=[N:57][CH:58]=[N:59][CH:60]=2)[C:51](=[O:53])[N:52]=1)([O-])=O. The catalyst is C(O)C. The product is [Cl:1][C:2]1[CH:7]=[CH:6][C:5]([O:8][C:9]2[CH:10]=[CH:11][C:12]([CH2:15][CH2:16][NH:17][C:47]3[NH:48][CH:49]=[C:50]([CH2:54][C:55]4[CH:56]=[N:57][N:59]([CH3:58])[CH:60]=4)[C:51](=[O:53])[N:52]=3)=[CH:13][CH:14]=2)=[CH:4][C:3]=1[C:18]([F:19])([F:20])[F:21]. The yield is 0.124. (5) The reactants are C(C1C=C(NC2N=C(NC3C=CC=C(C(O)=O)C=3)C(F)=CN=2)C=CC=1)(O)=O.[CH3:28][O:29][C:30]1[CH:31]=[C:32]([NH:40][C:41]2[N:46]=[C:45]([NH:47][C:48]3[CH:53]=[CH:52][C:51]([C:54]([O:56]C)=[O:55])=[C:50]([O:58][CH3:59])[CH:49]=3)[C:44]([F:60])=[CH:43][N:42]=2)[CH:33]=[CH:34][C:35]=1[C:36]([O:38]C)=[O:37].[OH-].[Na+]. No catalyst specified. The product is [C:36]([C:35]1[CH:34]=[CH:33][C:32]([NH:40][C:41]2[N:46]=[C:45]([NH:47][C:48]3[CH:53]=[CH:52][C:51]([C:54]([OH:56])=[O:55])=[C:50]([O:58][CH3:59])[CH:49]=3)[C:44]([F:60])=[CH:43][N:42]=2)=[CH:31][C:30]=1[O:29][CH3:28])([OH:38])=[O:37]. The yield is 0.640. (6) The reactants are [I:1][C:2]1[CH:3]=[N:4][N:5]([CH3:12])[C:6]=1[C:7]1[N:8]=[N:9][NH:10][N:11]=1.[CH:13](=[O:15])[CH3:14].C(N(CC)CC)C.Cl[C:24]([O:26][CH2:27][CH3:28])=[O:25]. The catalyst is CN(C)C1C=CN=CC=1.CCOC(C)=O.O.C1COCC1. The product is [C:24](=[O:25])([O:26][CH:27]([N:9]1[N:10]=[N:11][C:7]([C:6]2[N:5]([CH3:12])[N:4]=[CH:3][C:2]=2[I:1])=[N:8]1)[CH3:28])[O:15][CH2:13][CH3:14]. The yield is 0.960. (7) The reactants are [CH3:1][S:2][C:3]1[CH:8]=[CH:7][C:6]([NH:9][S:10]([CH3:13])(=[O:12])=[O:11])=[CH:5][CH:4]=1.C([O-])([O-])=O.[K+].[K+].Br[CH2:21][C:22]([O:24][C:25]([CH3:28])([CH3:27])[CH3:26])=[O:23]. The catalyst is CN(C=O)C.O. The product is [CH3:1][S:2][C:3]1[CH:4]=[CH:5][C:6]([N:9]([CH2:21][C:22]([O:24][C:25]([CH3:28])([CH3:27])[CH3:26])=[O:23])[S:10]([CH3:13])(=[O:12])=[O:11])=[CH:7][CH:8]=1. The yield is 0.721. (8) The reactants are [CH3:1][C:2]1[S:6][C:5]([C:7]2[CH:8]=[C:9]3[C:14](=[C:15]([O:17]COCC[Si](C)(C)C)[CH:16]=2)[N:13]=[CH:12][N:11](COCC[Si](C)(C)C)[C:10]3=[O:34])=[N:4][CH:3]=1.C(O)=O. The catalyst is O. The product is [OH:17][C:15]1[CH:16]=[C:7]([C:5]2[S:6][C:2]([CH3:1])=[CH:3][N:4]=2)[CH:8]=[C:9]2[C:14]=1[N:13]=[CH:12][NH:11][C:10]2=[O:34]. The yield is 0.880. (9) The reactants are [Cl:1][C:2]1[CH:3]=[C:4]2[C:9](=[CH:10][C:11]=1[O:12][CH3:13])[NH:8][C:7](=[O:14])[C:6]([CH:15]=O)=[CH:5]2.[CH3:17][C:18]([S@:21]([NH2:23])=[O:22])([CH3:20])[CH3:19]. The catalyst is CC(C)[O-].[Ti+4].CC(C)[O-].CC(C)[O-].CC(C)[O-].C1COCC1. The product is [Cl:1][C:2]1[CH:3]=[C:4]2[C:9](=[CH:10][C:11]=1[O:12][CH3:13])[NH:8][C:7](=[O:14])[C:6](/[CH:15]=[N:23]/[S@@:21]([C:18]([CH3:20])([CH3:19])[CH3:17])=[O:22])=[CH:5]2. The yield is 0.541.